This data is from Forward reaction prediction with 1.9M reactions from USPTO patents (1976-2016). The task is: Predict the product of the given reaction. (1) Given the reactants C(OC([N:8]1[CH2:27][CH2:26][C:11]2[N:12]=[C:13]([N:16]3[CH2:21][CH2:20][N:19]([CH:22]4[CH2:25][CH2:24][CH2:23]4)[CH2:18][CH2:17]3)[N:14]=[CH:15][C:10]=2[CH2:9]1)=O)(C)(C)C.Cl, predict the reaction product. The product is: [CH:22]1([N:19]2[CH2:18][CH2:17][N:16]([C:13]3[N:14]=[CH:15][C:10]4[CH2:9][NH:8][CH2:27][CH2:26][C:11]=4[N:12]=3)[CH2:21][CH2:20]2)[CH2:23][CH2:24][CH2:25]1. (2) Given the reactants C1C=CC2N(O)N=NC=2C=1.C(Cl)CCl.NC(C1C=[C:20]([CH:24]=[C:25]([C:27]([N:29]([CH2:33][CH2:34][CH3:35])[CH2:30][CH2:31]C)=[O:28])C=1)[C:21]([OH:23])=O)=O.Cl.[NH2:37][C@@H:38]([CH2:68][C:69]1[CH:74]=[C:73]([F:75])[CH:72]=[C:71]([F:76])[CH:70]=1)[C@H:39]([OH:67])[CH2:40][N:41]([CH2:59][C:60]1[CH:65]=[CH:64][CH:63]=[C:62]([I:66])[CH:61]=1)[C:42](=[O:58])[O:43][CH2:44][CH:45]1[C:57]2[CH:56]=[CH:55][CH:54]=[CH:53][C:52]=2[C:51]2[C:46]1=[CH:47][CH:48]=[CH:49][CH:50]=2.CN1CCOCC1, predict the reaction product. The product is: [F:76][C:71]1[CH:70]=[C:69]([CH2:68][C@H:38]([NH:37][C:21](=[O:23])[CH2:20][CH2:24][CH2:25][C:27](=[O:28])[N:29]2[CH2:30][CH2:31][CH2:35][CH2:34][CH2:33]2)[C@H:39]([OH:67])[CH2:40][N:41]([CH2:59][C:60]2[CH:65]=[CH:64][CH:63]=[C:62]([I:66])[CH:61]=2)[C:42](=[O:58])[O:43][CH2:44][CH:45]2[C:46]3[CH:47]=[CH:48][CH:49]=[CH:50][C:51]=3[C:52]3[C:57]2=[CH:56][CH:55]=[CH:54][CH:53]=3)[CH:74]=[C:73]([F:75])[CH:72]=1. (3) Given the reactants Br[C:2]1[CH:14]=[CH:13][C:5]([C:6]([O:8][C:9]([CH3:12])([CH3:11])[CH3:10])=[O:7])=[CH:4][C:3]=1[O:15][C:16]1[CH:21]=[CH:20][CH:19]=[CH:18][CH:17]=1.[CH3:22][C:23]1(C)[C:27](C)(C)OB(C(C)=C)O1.C(=O)([O-])[O-].[Na+].[Na+], predict the reaction product. The product is: [O:15]([C:3]1[CH:4]=[C:5]([CH:13]=[CH:14][C:2]=1[C:23]([CH3:27])=[CH2:22])[C:6]([O:8][C:9]([CH3:12])([CH3:11])[CH3:10])=[O:7])[C:16]1[CH:21]=[CH:20][CH:19]=[CH:18][CH:17]=1. (4) Given the reactants Cl.[NH:2]1[CH2:5][CH:4]([OH:6])[CH2:3]1.C(N(CC)CC)C.Cl[C:15]([O:17][CH2:18][C:19]1[CH:24]=[CH:23][CH:22]=[CH:21][CH:20]=1)=[O:16], predict the reaction product. The product is: [OH:6][CH:4]1[CH2:5][N:2]([C:15]([O:17][CH2:18][C:19]2[CH:24]=[CH:23][CH:22]=[CH:21][CH:20]=2)=[O:16])[CH2:3]1. (5) The product is: [O:23]1[CH2:27][CH2:26][CH:25]([CH2:28][NH:29][C:19]([C:16]2[CH:15]=[C:14]([CH2:13][CH2:12][CH2:11][C:2]3[CH:3]=[CH:4][C:5]4[C:10](=[CH:9][CH:8]=[CH:7][CH:6]=4)[CH:1]=3)[O:18][N:17]=2)=[O:21])[CH2:24]1. Given the reactants [CH:1]1[C:10]2[C:5](=[CH:6][CH:7]=[CH:8][CH:9]=2)[CH:4]=[CH:3][C:2]=1[CH2:11][CH2:12][CH2:13][C:14]1[O:18][N:17]=[C:16]([C:19]([OH:21])=O)[CH:15]=1.Cl.[O:23]1[CH2:27][CH2:26][CH:25]([CH2:28][NH2:29])[CH2:24]1.C(N(CC)CC)C.ON1C2C=CC=CC=2N=N1.Cl.C(N=C=NCCCN(C)C)C, predict the reaction product. (6) Given the reactants C([NH:4]/[N:5]=[CH:6]/[C:7]1[CH:17]=[N:16][CH:15]=[C:14]([Cl:18])[C:8]=1[C:9](OCC)=[O:10])(=O)C.[OH-].[Na+].C([O-])(O)=O.[Na+], predict the reaction product. The product is: [Cl:18][C:14]1[C:8]2[C:9](=[O:10])[NH:4][N:5]=[CH:6][C:7]=2[CH:17]=[N:16][CH:15]=1. (7) Given the reactants Cl[C:2]1[N:7]2[N:8]=[C:9](C)[CH:10]=[C:6]2[N:5]=[C:4]([NH:12][C:13](=[O:24])[C:14]2[CH:19]=[CH:18][C:17]([C:20]([OH:23])([CH3:22])[CH3:21])=[CH:16][CH:15]=2)[CH:3]=1.[O:25]1[C:29]2[CH:30]=[CH:31][CH:32]=[C:33](B(O)O)[C:28]=2[O:27][CH2:26]1.O1CCOCC1, predict the reaction product. The product is: [O:25]1[C:29]2[CH:30]=[CH:31][CH:32]=[C:33]([C:2]3[N:7]4[N:8]=[CH:9][CH:10]=[C:6]4[N:5]=[C:4]([NH:12][C:13](=[O:24])[C:14]4[CH:19]=[CH:18][C:17]([C:20]([OH:23])([CH3:21])[CH3:22])=[CH:16][CH:15]=4)[CH:3]=3)[C:28]=2[O:27][CH2:26]1. (8) Given the reactants [C:1]([C:5]1[N:6]=[C:7]([N:22]2[CH2:27][CH2:26]O[CH2:24][CH2:23]2)[C:8]2[N:13]=[N:12][N:11]([CH2:14][C:15]3[CH:20]=[CH:19][CH:18]=[CH:17][C:16]=3[Cl:21])[C:9]=2[N:10]=1)([CH3:4])([CH3:3])[CH3:2].[C:28](C1N=C(Cl)C2N=NN(CC3C=CC=CC=3Cl)C=2N=1)(C)(C)C.CC1CCCN1, predict the reaction product. The product is: [C:1]([C:5]1[N:6]=[C:7]([N:22]2[CH2:27][CH2:26][CH2:24][CH:23]2[CH3:28])[C:8]2[N:13]=[N:12][N:11]([CH2:14][C:15]3[CH:20]=[CH:19][CH:18]=[CH:17][C:16]=3[Cl:21])[C:9]=2[N:10]=1)([CH3:4])([CH3:3])[CH3:2]. (9) Given the reactants [C-:1]#[N:2].[K+].CS(O[CH2:9][CH2:10][CH:11]([C:25]1[CH:30]=[CH:29][C:28]([Cl:31])=[CH:27][C:26]=1[CH3:32])[C:12]1[C:20]2[C:15](=[C:16]([CH2:22][S:23][CH3:24])[CH:17]=[C:18]([F:21])[CH:19]=2)[NH:14][CH:13]=1)(=O)=O, predict the reaction product. The product is: [Cl:31][C:28]1[CH:29]=[CH:30][C:25]([CH:11]([C:12]2[C:20]3[C:15](=[C:16]([CH2:22][S:23][CH3:24])[CH:17]=[C:18]([F:21])[CH:19]=3)[NH:14][CH:13]=2)[CH2:10][CH2:9][C:1]#[N:2])=[C:26]([CH3:32])[CH:27]=1.